Task: Predict the reaction yield, written as a fraction of the theoretical maximum amount of product (1.0 means a 100% yield; for example, 0.34 means a 34% yield).. Dataset: Reaction yield outcomes from USPTO patents with 853,638 reactions (1) The reactants are [CH3:1][C:2]1([CH3:18])[C:6]([CH3:8])([CH3:7])[O:5][B:4]([C:9]2[CH:17]=[CH:16][C:12]([C:13]([OH:15])=O)=[CH:11][CH:10]=2)[O:3]1.[N:19]1[C:23]2[CH2:24][CH2:25][O:26][CH2:27][C:22]=2[S:21][C:20]=1[NH2:28]. No catalyst specified. The product is [N:19]1[C:23]2[CH2:24][CH2:25][O:26][CH2:27][C:22]=2[S:21][C:20]=1[NH:28][C:13](=[O:15])[C:12]1[CH:11]=[CH:10][C:9]([B:4]2[O:5][C:6]([CH3:7])([CH3:8])[C:2]([CH3:1])([CH3:18])[O:3]2)=[CH:17][CH:16]=1. The yield is 0.323. (2) The reactants are [OH:1][C:2]1[CH:3]=[C:4]2[C:8](=[CH:9][CH:10]=1)[C:7](=[O:11])[CH2:6][CH2:5]2.[C:12]1(B(O)O)[CH:17]=[CH:16][CH:15]=[CH:14][CH:13]=1.N1C=CC=CC=1. The catalyst is ClCCl.C([O-])(=O)C.[Cu+2].C([O-])(=O)C. The product is [O:1]([C:2]1[CH:3]=[C:4]2[C:8](=[CH:9][CH:10]=1)[C:7](=[O:11])[CH2:6][CH2:5]2)[C:12]1[CH:17]=[CH:16][CH:15]=[CH:14][CH:13]=1. The yield is 0.970. (3) The reactants are Cl[C:2]1[N:7]=[CH:6][C:5]([CH2:8][N:9]2[C:17]3[C:12](=[CH:13][CH:14]=[CH:15][CH:16]=3)[C:11]3([C:21]4=[CH:22][C:23]5[O:27][CH2:26][O:25][C:24]=5[CH:28]=[C:20]4[O:19][CH2:18]3)[C:10]2=[O:29])=[CH:4][CH:3]=1.[CH3:30][NH:31][CH3:32]. No catalyst specified. The product is [CH3:30][N:31]([CH3:32])[C:2]1[N:7]=[CH:6][C:5]([CH2:8][N:9]2[C:17]3[C:12](=[CH:13][CH:14]=[CH:15][CH:16]=3)[C:11]3([C:21]4=[CH:22][C:23]5[O:27][CH2:26][O:25][C:24]=5[CH:28]=[C:20]4[O:19][CH2:18]3)[C:10]2=[O:29])=[CH:4][CH:3]=1. The yield is 0.480. (4) The reactants are [Br:1][C:2]1[CH:10]=[CH:9][C:5]([C:6]([OH:8])=O)=[C:4]([CH3:11])[CH:3]=1.[CH:12]1([NH2:15])[CH2:14][CH2:13]1.C(Cl)CCl. The catalyst is C(Cl)Cl. The product is [Br:1][C:2]1[CH:10]=[CH:9][C:5]([C:6]([NH:15][CH:12]2[CH2:14][CH2:13]2)=[O:8])=[C:4]([CH3:11])[CH:3]=1. The yield is 0.734. (5) The reactants are Br[C:2]1[S:6][C:5]([NH:7][C:8]([NH:10][C:11]2[CH:16]=[CH:15][C:14]([CH3:17])=[CH:13][C:12]=2[C:18]([CH:20]2[CH2:24][CH2:23][CH2:22][CH2:21]2)=[O:19])=[O:9])=[N:4][CH:3]=1.[CH3:25][N:26]1[CH:30]=[N:29][N:28]=[C:27]1[SH:31]. No catalyst specified. The product is [CH:20]1([C:18]([C:12]2[CH:13]=[C:14]([CH3:17])[CH:15]=[CH:16][C:11]=2[NH:10][C:8]([NH:7][C:5]2[S:6][C:2]([S:31][C:27]3[N:26]([CH3:25])[CH:30]=[N:29][N:28]=3)=[CH:3][N:4]=2)=[O:9])=[O:19])[CH2:24][CH2:23][CH2:22][CH2:21]1. The yield is 0.250. (6) The reactants are [NH:1]1[CH:5]=[CH:4][C:3]([NH2:6])=[N:2]1.[H-].[Na+].[C:9](O[C:9]([O:11][C:12]([CH3:15])([CH3:14])[CH3:13])=[O:10])([O:11][C:12]([CH3:15])([CH3:14])[CH3:13])=[O:10]. The catalyst is CN(C=O)C.C(=O)([O-])O.[Na+].C(OCC)(=O)C. The product is [NH2:6][C:3]1[CH:4]=[CH:5][N:1]([C:9]([O:11][C:12]([CH3:15])([CH3:14])[CH3:13])=[O:10])[N:2]=1. The yield is 0.180. (7) The product is [CH3:1][O:2][C:3]1[CH:8]=[CH:7][C:6]([NH2:9])=[CH:5][C:4]=1[C:13]1[N:17]([CH3:18])[N:16]=[CH:15][C:14]=1[Br:19]. The reactants are [CH3:1][O:2][C:3]1[CH:8]=[CH:7][C:6]([NH:9]C(=O)C)=[CH:5][C:4]=1[C:13]1[N:17]([CH3:18])[N:16]=[CH:15][C:14]=1[Br:19].BrN1C(=O)CCC1=O.COC1C=CC(NC(=O)C)=CC=1C1N(C)N=CC=1.[OH-].[Na+]. The yield is 0.812. The catalyst is CO.BrN1C(=O)CCC1=O. (8) The reactants are [CH3:1][C:2]([C:16]1[O:20][N:19]=[C:18]([NH:21][C:22](=[O:37])[C:23]([CH3:36])([S:25]([CH2:28][CH2:29][CH:30]2[CH2:35][CH2:34][O:33][CH2:32][CH2:31]2)(=[O:27])=[O:26])[CH3:24])[CH:17]=1)([CH3:15])[CH2:3][O:4][Si](C(C)C)(C(C)C)C(C)C.[F-].C([N+](CCCC)(CCCC)CCCC)CCC. The catalyst is C1COCC1.[NH4+].[Cl-]. The product is [OH:4][CH2:3][C:2]([C:16]1[O:20][N:19]=[C:18]([NH:21][C:22](=[O:37])[C:23]([CH3:24])([S:25]([CH2:28][CH2:29][CH:30]2[CH2:35][CH2:34][O:33][CH2:32][CH2:31]2)(=[O:27])=[O:26])[CH3:36])[CH:17]=1)([CH3:15])[CH3:1]. The yield is 0.340. (9) The reactants are Cl[C:2]1[C:11]2[C:6](=[CH:7][C:8]([O:20][CH3:21])=[CH:9][C:10]=2[O:12][CH:13]2[CH2:18][CH2:17][N:16]([CH3:19])[CH2:15][CH2:14]2)[N:5]=[CH:4][N:3]=1.[NH2:22][C:23]1[CH:28]=[CH:27][CH:26]=[C:25]([CH3:29])[CH:24]=1. No catalyst specified. The product is [CH3:21][O:20][C:8]1[CH:7]=[C:6]2[C:11]([C:2]([NH:22][C:23]3[CH:28]=[CH:27][CH:26]=[C:25]([CH3:29])[CH:24]=3)=[N:3][CH:4]=[N:5]2)=[C:10]([O:12][CH:13]2[CH2:18][CH2:17][N:16]([CH3:19])[CH2:15][CH2:14]2)[CH:9]=1. The yield is 0.760.